Task: Predict the reactants needed to synthesize the given product.. Dataset: Full USPTO retrosynthesis dataset with 1.9M reactions from patents (1976-2016) (1) The reactants are: [OH:1][C:2]1[CH:11]=[C:10]2[C:5]([CH:6]=[CH:7][CH:8]=[C:9]2[N:12]2[CH2:17][CH2:16][N:15]([CH3:18])[CH2:14][CH2:13]2)=[CH:4][CH:3]=1.C(N(CC)CC)C.[S:26](O[S:26]([C:29]([F:32])([F:31])[F:30])(=[O:28])=[O:27])([C:29]([F:32])([F:31])[F:30])(=[O:28])=[O:27].[Cl-].[NH4+]. Given the product [F:30][C:29]([F:32])([F:31])[S:26]([O:1][C:2]1[CH:11]=[C:10]2[C:5]([CH:6]=[CH:7][CH:8]=[C:9]2[N:12]2[CH2:17][CH2:16][N:15]([CH3:18])[CH2:14][CH2:13]2)=[CH:4][CH:3]=1)(=[O:28])=[O:27], predict the reactants needed to synthesize it. (2) Given the product [F:48][C:49]([F:54])([F:53])[C:50]([OH:52])=[O:51].[C:9]([C:10]1[S:14][C:13]([S:15][CH3:16])=[C:12]([S:17]([C:20]2[CH:21]=[C:22]([C:26]3[C:31]([CH3:32])=[CH:30][CH:29]=[CH:28][C:27]=3[NH:33][C:34](=[O:46])[NH:35][CH2:36][CH2:37][NH:38][C:39](=[O:45])[NH:40][CH2:41][C:42]([OH:44])=[O:43])[CH:23]=[CH:24][CH:25]=2)(=[O:19])=[O:18])[CH:11]=1)(=[NH:8])[NH2:47], predict the reactants needed to synthesize it. The reactants are: C(OC([NH:8][C:9](=[NH:47])[C:10]1[S:14][C:13]([S:15][CH3:16])=[C:12]([S:17]([C:20]2[CH:21]=[C:22]([C:26]3[C:31]([CH3:32])=[CH:30][CH:29]=[CH:28][C:27]=3[NH:33][C:34](=[O:46])[NH:35][CH2:36][CH2:37][NH:38][C:39](=[O:45])[NH:40][CH2:41][C:42]([OH:44])=[O:43])[CH:23]=[CH:24][CH:25]=2)(=[O:19])=[O:18])[CH:11]=1)=O)(C)(C)C.[F:48][C:49]([F:54])([F:53])[C:50]([OH:52])=[O:51].